This data is from Forward reaction prediction with 1.9M reactions from USPTO patents (1976-2016). The task is: Predict the product of the given reaction. (1) Given the reactants [CH3:1][O:2][C:3]1[CH:8]=[CH:7][C:6]([N:9]2[C:13]([C:14]3[CH:21]=[CH:20][C:17]([C:18]#[N:19])=[CH:16][CH:15]=3)=[CH:12][C:11]([C:22]([F:25])([F:24])[F:23])=[N:10]2)=[CH:5][CH:4]=1.[ClH:26], predict the reaction product. The product is: [ClH:26].[CH3:1][O:2][C:3]1[CH:4]=[CH:5][C:6]([N:9]2[C:13]([C:14]3[CH:21]=[CH:20][C:17]([CH2:18][NH2:19])=[CH:16][CH:15]=3)=[CH:12][C:11]([C:22]([F:25])([F:23])[F:24])=[N:10]2)=[CH:7][CH:8]=1. (2) The product is: [O:17]=[C:1]([CH2:2][CH2:3][CH3:4])[CH2:5][C:6]([O:7][CH2:8][CH3:12])=[O:14]. Given the reactants [CH2:1]([CH:5]1C(=O)O[C:8](C)([CH3:12])[O:7][C:6]1=[O:14])[CH2:2][CH2:3][CH3:4].C([OH:17])C, predict the reaction product. (3) Given the reactants [C:1]1([C:7](=[CH2:21])[C:8]([C:10]2[CH:20]=[CH:19][C:13]3[O:14][CH2:15][C:16](=[O:18])[NH:17][C:12]=3[CH:11]=2)=O)[CH:6]=[CH:5][CH:4]=[CH:3][CH:2]=1.Cl.Cl.[CH2:24]([NH:28][NH2:29])[CH2:25][CH2:26][CH3:27].N1C=CC=CC=1, predict the reaction product. The product is: [CH2:24]([N:28]1[CH2:21][CH:7]([C:1]2[CH:6]=[CH:5][CH:4]=[CH:3][CH:2]=2)[C:8]([C:10]2[CH:20]=[CH:19][C:13]3[O:14][CH2:15][C:16](=[O:18])[NH:17][C:12]=3[CH:11]=2)=[N:29]1)[CH2:25][CH2:26][CH3:27]. (4) Given the reactants Cl[C:2]1[CH:7]=[CH:6][CH:5]=[C:4]([O:8][CH2:9][C:10]2[S:11][CH:12]=[CH:13][CH:14]=2)[N:3]=1.[NH:15]1[CH2:20][CH2:19][NH:18][CH2:17][CH2:16]1.C([O-])([O-])=O.[K+].[K+], predict the reaction product. The product is: [S:11]1[CH:12]=[CH:13][CH:14]=[C:10]1[CH2:9][O:8][C:4]1[N:3]=[C:2]([N:15]2[CH2:20][CH2:19][NH:18][CH2:17][CH2:16]2)[CH:7]=[CH:6][CH:5]=1. (5) Given the reactants [CH3:1][N:2]1[CH2:7][CH2:6][N:5]([N:8]2[C:12](=[O:13])[CH2:11][S:10][C:9]2=[O:14])[CH2:4][CH2:3]1.[F:15][C:16]([F:40])([F:39])[C:17]1[CH:34]=[C:33]([C:35]([F:38])([F:37])[F:36])[CH:32]=[CH:31][C:18]=1[CH2:19][N:20]1[C:28]2[C:23](=[CH:24][C:25]([CH:29]=O)=[CH:26][CH:27]=2)[CH:22]=[N:21]1, predict the reaction product. The product is: [F:40][C:16]([F:15])([F:39])[C:17]1[CH:34]=[C:33]([C:35]([F:36])([F:37])[F:38])[CH:32]=[CH:31][C:18]=1[CH2:19][N:20]1[C:28]2[C:23](=[CH:24][C:25](/[CH:29]=[C:11]3/[C:12](=[O:13])[N:8]([N:5]4[CH2:4][CH2:3][N:2]([CH3:1])[CH2:7][CH2:6]4)[C:9](=[O:14])[S:10]/3)=[CH:26][CH:27]=2)[CH:22]=[N:21]1.